This data is from Forward reaction prediction with 1.9M reactions from USPTO patents (1976-2016). The task is: Predict the product of the given reaction. (1) Given the reactants [F:1][C:2]1[C:3]([C:13]([F:16])([F:15])[F:14])=[CH:4][CH:5]=[C:6]2[C:11]=1[C:10](=[O:12])[NH:9][CH2:8][CH2:7]2.Br[C:18]1[CH:19]=[N:20][CH:21]=[CH:22][C:23]=1[C:24]([F:27])([F:26])[F:25].P([O-])([O-])([O-])=O.[K+].[K+].[K+], predict the reaction product. The product is: [F:1][C:2]1[C:3]([C:13]([F:16])([F:14])[F:15])=[CH:4][CH:5]=[C:6]2[C:11]=1[C:10](=[O:12])[N:9]([C:18]1[CH:19]=[N:20][CH:21]=[CH:22][C:23]=1[C:24]([F:27])([F:26])[F:25])[CH2:8][CH2:7]2. (2) Given the reactants [N:1]1([O:10][C:11]2[C:16]([C:17]3[N:21]=[C:20]([C:22]4[CH:27]=[CH:26][C:25](Br)=[CH:24][N:23]=4)[O:19][N:18]=3)=[CH:15][CH:14]=[CH:13][N:12]=2)[C:5]2[CH:6]=[CH:7][CH:8]=[CH:9][C:4]=2[N:3]=[N:2]1.[Br-].[CH2:30]([Zn+])[CH:31]([CH3:33])[CH3:32], predict the reaction product. The product is: [N:1]1([O:10][C:11]2[C:16]([C:17]3[N:21]=[C:20]([C:22]4[CH:27]=[CH:26][C:25]([CH2:30][CH:31]([CH3:33])[CH3:32])=[CH:24][N:23]=4)[O:19][N:18]=3)=[CH:15][CH:14]=[CH:13][N:12]=2)[C:5]2[CH:6]=[CH:7][CH:8]=[CH:9][C:4]=2[N:3]=[N:2]1. (3) Given the reactants [F:1][C:2]1[CH:7]=[CH:6][C:5]([C:8]2[N:13]=[CH:12][N:11]=[C:10]([N:14]([CH2:21][C:22]3[CH:27]=[CH:26][C:25]([S:28][C:29]([CH3:38])([CH3:37])[C:30]([O:32]C(C)(C)C)=[O:31])=[CH:24][CH:23]=3)[CH2:15][C:16]3[O:17][CH:18]=[CH:19][CH:20]=3)[CH:9]=2)=[CH:4][C:3]=1[CH3:39].Cl, predict the reaction product. The product is: [F:1][C:2]1[CH:7]=[CH:6][C:5]([C:8]2[N:13]=[CH:12][N:11]=[C:10]([N:14]([CH2:21][C:22]3[CH:27]=[CH:26][C:25]([S:28][C:29]([CH3:37])([CH3:38])[C:30]([OH:32])=[O:31])=[CH:24][CH:23]=3)[CH2:15][C:16]3[O:17][CH:18]=[CH:19][CH:20]=3)[CH:9]=2)=[CH:4][C:3]=1[CH3:39]. (4) Given the reactants [CH3:1][O:2][C:3]1[CH:10]=[C:9]([N+:11]([O-:13])=[O:12])[CH:8]=[CH:7][C:4]=1[CH:5]=O.[CH3:14][N:15]1[CH2:20][CH2:19][NH:18][CH2:17][CH2:16]1.C(O[BH-](OC(=O)C)OC(=O)C)(=O)C.[Na+], predict the reaction product. The product is: [CH3:1][O:2][C:3]1[CH:10]=[C:9]([N+:11]([O-:13])=[O:12])[CH:8]=[CH:7][C:4]=1[CH2:5][N:18]1[CH2:19][CH2:20][N:15]([CH3:14])[CH2:16][CH2:17]1.